Predict the reactants needed to synthesize the given product. From a dataset of Full USPTO retrosynthesis dataset with 1.9M reactions from patents (1976-2016). (1) The reactants are: [C:1]1(=[N:7][OH:8])[CH2:6][CH2:5][CH2:4][CH2:3][CH2:2]1.[C:9](O[Cl:14])(C)(C)C.C(O)C.C1CCCC=CC=1. Given the product [ClH:14].[CH:1]12[CH:9]=[CH:2][CH:3]([O:8][NH:7]1)[CH2:4][CH2:5][CH2:6]2, predict the reactants needed to synthesize it. (2) The reactants are: [CH2:1]([S:4]([NH:7][C:8](=[O:42])[CH2:9][C@H:10]1[O:16][C@H:15]([C:17]2[CH:22]=[CH:21][CH:20]=[C:19]([O:23][CH3:24])[C:18]=2[O:25][CH3:26])[C:14]2[CH:27]=[C:28]([Cl:31])[CH:29]=[CH:30][C:13]=2[N:12]([CH2:32][C:33]([CH3:40])([CH3:39])[CH2:34][O:35]C(=O)C)[C:11]1=[O:41])(=[O:6])=[O:5])[CH2:2][CH3:3].[OH-].[Na+].C(O)C. Given the product [CH2:1]([S:4]([NH:7][C:8](=[O:42])[CH2:9][C@H:10]1[O:16][C@H:15]([C:17]2[CH:22]=[CH:21][CH:20]=[C:19]([O:23][CH3:24])[C:18]=2[O:25][CH3:26])[C:14]2[CH:27]=[C:28]([Cl:31])[CH:29]=[CH:30][C:13]=2[N:12]([CH2:32][C:33]([CH3:40])([CH3:39])[CH2:34][OH:35])[C:11]1=[O:41])(=[O:5])=[O:6])[CH2:2][CH3:3], predict the reactants needed to synthesize it. (3) Given the product [CH2:16]([N:23]([S:9]([C:12]([F:15])([F:14])[F:13])(=[O:10])=[O:8])[CH2:24][CH2:25][O:8][S:9]([C:12]([F:13])([F:14])[F:15])(=[O:10])=[O:11])[C:17]1[CH:22]=[CH:21][CH:20]=[CH:19][CH:18]=1, predict the reactants needed to synthesize it. The reactants are: S([O:8][S:9]([C:12]([F:15])([F:14])[F:13])(=[O:11])=[O:10])(C(F)(F)F)(=O)=O.[CH2:16]([NH:23][CH2:24][CH2:25]O)[C:17]1[CH:22]=[CH:21][CH:20]=[CH:19][CH:18]=1.C(N(C(C)C)CC)(C)C. (4) Given the product [CH3:18][O:17][C:13]1[CH:12]=[CH:11][CH:10]=[C:9]2[C:14]=1[CH:15]=[CH:16][C:7]([C:21]#[N:22])=[CH:8]2, predict the reactants needed to synthesize it. The reactants are: FC(F)(F)S(O[C:7]1[CH:16]=[CH:15][C:14]2[C:9](=[CH:10][CH:11]=[CH:12][C:13]=2[O:17][CH3:18])[CH:8]=1)(=O)=O.[CH3:21][N:22](C=O)C. (5) Given the product [Br:1][C:2]1[CH:3]=[C:4]2[C:9](=[CH:10][CH:11]=1)[CH:8]=[C:7]([C:12](=[O:14])[CH3:13])[CH:6]=[CH:5]2, predict the reactants needed to synthesize it. The reactants are: [Br:1][C:2]1[CH:11]=[CH:10][C:9]2[C:4](=[CH:5][CH:6]=[CH:7][CH:8]=2)[CH:3]=1.[C:12](Cl)(=[O:14])[CH3:13].[Cl-].[Al+3].[Cl-].[Cl-].